Dataset: Full USPTO retrosynthesis dataset with 1.9M reactions from patents (1976-2016). Task: Predict the reactants needed to synthesize the given product. (1) Given the product [C:4]([O:3][C:1]([N:8]1[CH2:13][CH2:12][CH:11]([O:14][C:18]2[CH:25]=[CH:24][C:21]([C:22]#[N:23])=[CH:20][CH:19]=2)[CH2:10][CH2:9]1)=[O:2])([CH3:7])([CH3:6])[CH3:5], predict the reactants needed to synthesize it. The reactants are: [C:1]([N:8]1[CH2:13][CH2:12][CH:11]([OH:14])[CH2:10][CH2:9]1)([O:3][C:4]([CH3:7])([CH3:6])[CH3:5])=[O:2].[H-].[Na+].Cl[C:18]1[CH:25]=[CH:24][C:21]([C:22]#[N:23])=[CH:20][CH:19]=1.CC(O)=O. (2) Given the product [F:37][C:27]1[C:28]([O:35][CH3:36])=[CH:29][C:30]([O:33][CH3:34])=[C:31]([F:32])[C:26]=1[N:6]1[CH2:7][C:8]2[CH:13]=[N:12][C:11]3[N:14]([CH2:17][C:18]4[CH:23]=[CH:22][C:21]([O:24][CH3:25])=[CH:20][CH:19]=4)[N:15]=[CH:16][C:10]=3[C:9]=2[NH:4][C:5]1=[O:38], predict the reactants needed to synthesize it. The reactants are: C([N:4]1[C:9]2[C:10]3[CH:16]=[N:15][N:14]([CH2:17][C:18]4[CH:23]=[CH:22][C:21]([O:24][CH3:25])=[CH:20][CH:19]=4)[C:11]=3[N:12]=[CH:13][C:8]=2[CH2:7][N:6]([C:26]2[C:31]([F:32])=[C:30]([O:33][CH3:34])[CH:29]=[C:28]([O:35][CH3:36])[C:27]=2[F:37])[C:5]1=[O:38])C=C.C(O)C.C(NCC)C.C1(P(C2C=CC=CC=2)CCCCP(C2C=CC=CC=2)C2C=CC=CC=2)C=CC=CC=1. (3) Given the product [Br:1][C:2]1[CH:3]=[N:4][C:5]2[N:6]([N:8]=[C:9]([C:11]([N:16]3[CH2:17][CH2:18][N:19]4[CH:23]=[CH:22][N:21]=[C:20]4[N:15]3[CH3:14])=[O:13])[CH:10]=2)[CH:7]=1, predict the reactants needed to synthesize it. The reactants are: [Br:1][C:2]1[CH:3]=[N:4][C:5]2[N:6]([N:8]=[C:9]([C:11]([OH:13])=O)[CH:10]=2)[CH:7]=1.[CH3:14][N:15]1[C:20]2=[N:21][CH:22]=[CH:23][N:19]2[CH2:18][CH2:17][NH:16]1. (4) Given the product [ClH:26].[N+:1]([C:4]1[CH:5]=[C:6]([CH:21]=[CH:22][CH:23]=1)[CH:7]=[C:8]1[CH2:13][CH2:12][NH:11][CH2:10][CH2:9]1)([O-:3])=[O:2], predict the reactants needed to synthesize it. The reactants are: [N+:1]([C:4]1[CH:5]=[C:6]([CH:21]=[CH:22][CH:23]=1)[CH:7]=[C:8]1[CH2:13][CH2:12][N:11](C(OC(C)(C)C)=O)[CH2:10][CH2:9]1)([O-:3])=[O:2].CO.[ClH:26]. (5) Given the product [O:1]1[C:5]2[CH:6]=[CH:7][C:8]([C:10]3([C:13]([NH:15][C:16]4[CH:17]=[C:18]5[C:22](=[CH:23][CH:24]=4)[NH:21][C:20]([C:25]([NH:32][C:29]([CH3:31])([CH3:30])[CH3:28])=[O:26])=[CH:19]5)=[O:14])[CH2:12][CH2:11]3)=[CH:9][C:4]=2[O:3][CH2:2]1, predict the reactants needed to synthesize it. The reactants are: [O:1]1[C:5]2[CH:6]=[CH:7][C:8]([C:10]3([C:13]([NH:15][C:16]4[CH:17]=[C:18]5[C:22](=[CH:23][CH:24]=4)[NH:21][C:20]([C:25](O)=[O:26])=[CH:19]5)=[O:14])[CH2:12][CH2:11]3)=[CH:9][C:4]=2[O:3][CH2:2]1.[CH3:28][C:29]([NH2:32])([CH3:31])[CH3:30].C(N(CC)CC)C.F[P-](F)(F)(F)(F)F.N1(OC(N(C)C)=[N+](C)C)C2N=CC=CC=2N=N1. (6) Given the product [O:20]1[C:19]2[CH:23]=[CH:24][C:16]([CH2:15][O:14][C:10]3[CH:11]=[CH:12][CH:13]=[C:4]([C:3]([OH:25])=[O:2])[C:5]=3[C:6]([OH:8])=[O:7])=[CH:17][C:18]=2[O:22][CH2:21]1, predict the reactants needed to synthesize it. The reactants are: C[O:2][C:3](=[O:25])[C:4]1[C:5](=[C:10]([O:14][CH2:15][C:16]2[CH:24]=[CH:23][C:19]3[O:20][CH2:21][O:22][C:18]=3[CH:17]=2)[CH:11]=[CH:12][CH:13]=1)[C:6]([O:8]C)=[O:7].[OH-].[Na+]. (7) Given the product [CH2:1]([N:8]1[CH2:13][CH2:12][C:11]([C:15]2[CH:20]=[C:19]([F:21])[CH:18]=[CH:17][C:16]=2[O:22][CH3:23])=[CH:10][CH2:9]1)[C:2]1[CH:7]=[CH:6][CH:5]=[CH:4][CH:3]=1, predict the reactants needed to synthesize it. The reactants are: [CH2:1]([N:8]1[CH2:13][CH2:12][C:11]([C:15]2[CH:20]=[C:19]([F:21])[CH:18]=[CH:17][C:16]=2[O:22][CH3:23])(O)[CH2:10][CH2:9]1)[C:2]1[CH:7]=[CH:6][CH:5]=[CH:4][CH:3]=1.[OH-].[Na+]. (8) Given the product [O:1]1[CH2:6][CH2:5][CH:4]([C:7]([O:9][CH3:10])=[O:8])[CH2:3][CH2:2]1, predict the reactants needed to synthesize it. The reactants are: [O:1]1[CH2:6][CH2:5][CH:4]([C:7]([OH:9])=[O:8])[CH2:3][CH2:2]1.[C:10](=O)([O-])[O-].[K+].[K+].S(OC)(OC)(=O)=O. (9) Given the product [Cl:26][C:27]1[N:43]=[C:30]2[C:31]([C:35]3[C:36]([O:41][CH3:42])=[N:37][CH:38]=[CH:39][CH:40]=3)=[CH:32][CH:33]=[CH:34][N:29]2[N:28]=1.[C:44]([O:48][C:49]([N:51]1[CH2:56][CH2:55][CH:54]([C:57]2[CH:62]=[CH:61][C:60]([NH:63][C:27]3[N:43]=[C:30]4[C:31]([C:35]5[C:36]([O:41][CH3:42])=[N:37][CH:38]=[CH:39][CH:40]=5)=[CH:32][CH:33]=[CH:34][N:29]4[N:28]=3)=[CH:59][CH:58]=2)[CH2:53][CH2:52]1)=[O:50])([CH3:47])([CH3:45])[CH3:46], predict the reactants needed to synthesize it. The reactants are: BrC1C2N(N=C(Cl)N=2)C=CC=1.FC1C=CC(C(F)(F)F)=CC=1B(O)O.[Cl:26][C:27]1[N:43]=[C:30]2[C:31]([C:35]3[C:36]([O:41][CH3:42])=[N:37][CH:38]=[CH:39][CH:40]=3)=[CH:32][CH:33]=[CH:34][N:29]2[N:28]=1.[C:44]([O:48][C:49]([N:51]1[CH2:56][CH2:55][CH:54]([C:57]2[CH:62]=[CH:61][C:60]([NH2:63])=[CH:59][CH:58]=2)[CH2:53][CH2:52]1)=[O:50])([CH3:47])([CH3:46])[CH3:45].C1(P(C2CCCCC2)C2C=CC=CC=2C2C=CC=CC=2P(C2CCCCC2)C2CCCCC2)CCCCC1. (10) The reactants are: [C:1]([C:5]1[CH:12]=[CH:11][CH:10]=[C:7]([CH:8]=O)[C:6]=1[OH:13])([CH3:4])([CH3:3])[CH3:2].[C:14]([C:16]1[CH:22]=[CH:21][C:19]([NH2:20])=[CH:18][CH:17]=1)#[CH:15]. Given the product [C:1]([C:5]1[CH:12]=[CH:11][CH:10]=[C:7]([CH:8]=[N:20][C:19]2[CH:21]=[CH:22][C:16]([C:14]#[CH:15])=[CH:17][CH:18]=2)[C:6]=1[OH:13])([CH3:4])([CH3:3])[CH3:2], predict the reactants needed to synthesize it.